Dataset: Forward reaction prediction with 1.9M reactions from USPTO patents (1976-2016). Task: Predict the product of the given reaction. (1) Given the reactants [C:1]([C:3]1[CH:8]=[CH:7][C:6]([N:9]2[CH:13]([CH:14]3[CH2:18][CH2:17][CH2:16][CH2:15]3)[CH:12]3[CH2:19][O:20][C:21]4[CH:22]=[C:23]([C:27]([OH:29])=[O:28])[CH:24]=[CH:25][C:26]=4[C:11]3=[N:10]2)=[CH:5][C:4]=1[CH3:30])#[N:2].CO.C(=O)=O, predict the reaction product. The product is: [C:1]([C:3]1[CH:8]=[CH:7][C:6]([N:9]2[C@H:13]([CH:14]3[CH2:15][CH2:16][CH2:17][CH2:18]3)[C@@H:12]3[CH2:19][O:20][C:21]4[CH:22]=[C:23]([C:27]([OH:29])=[O:28])[CH:24]=[CH:25][C:26]=4[C:11]3=[N:10]2)=[CH:5][C:4]=1[CH3:30])#[N:2]. (2) Given the reactants O/C=C1/C(=O)CCC(C)(C)C/1.[Cl:12][C:13]1[CH:18]=[CH:17][C:16]([C:19]2[CH2:24][CH2:23][C:22]([CH3:26])([CH3:25])[CH2:21][C:20]=2[CH:27]=O)=[CH:15][CH:14]=1.[N:29]1([C:35]2[CH:45]=[CH:44][C:38]([C:39]([O:41][CH2:42][CH3:43])=[O:40])=[CH:37][CH:36]=2)[CH2:34][CH2:33][NH:32][CH2:31][CH2:30]1, predict the reaction product. The product is: [Cl:12][C:13]1[CH:14]=[CH:15][C:16]([C:19]2[CH2:24][CH2:23][C:22]([CH3:25])([CH3:26])[CH2:21][C:20]=2[CH2:27][N:32]2[CH2:31][CH2:30][N:29]([C:35]3[CH:36]=[CH:37][C:38]([C:39]([O:41][CH2:42][CH3:43])=[O:40])=[CH:44][CH:45]=3)[CH2:34][CH2:33]2)=[CH:17][CH:18]=1. (3) The product is: [CH3:8][C@H:6]1[O:7][C@@H:2]([CH3:1])[CH2:3][N:4]([C:9]2[C:17]3[O:16][CH2:15][C@@H:14]([NH:18][C:19]4[CH:32]=[CH:31][C:22]5[C@H:23]([CH2:26][C:27]([OH:29])=[O:28])[CH2:24][O:25][C:21]=5[CH:20]=4)[C:13]=3[CH:12]=[CH:11][CH:10]=2)[CH2:5]1. Given the reactants [CH3:1][C@H:2]1[O:7][C@@H:6]([CH3:8])[CH2:5][N:4]([C:9]2[C:17]3[O:16][CH2:15][C@@H:14]([N:18](C(=O)C(F)(F)F)[C:19]4[CH:32]=[CH:31][C:22]5[C@H:23]([CH2:26][C:27]([O:29]C)=[O:28])[CH2:24][O:25][C:21]=5[CH:20]=4)[C:13]=3[CH:12]=[CH:11][CH:10]=2)[CH2:3]1.[OH-].[Na+].Cl, predict the reaction product.